Dataset: Full USPTO retrosynthesis dataset with 1.9M reactions from patents (1976-2016). Task: Predict the reactants needed to synthesize the given product. (1) Given the product [C:11]([C:10]1[CH:9]=[CH:8][C:7]([N:1]2[CH2:6][CH2:5][N:4]([CH2:42][CH2:41][C:40]([O:44][CH2:45][CH3:46])=[O:43])[CH2:3][CH2:2]2)=[CH:14][CH:13]=1)#[N:12], predict the reactants needed to synthesize it. The reactants are: [N:1]1([C:7]2[CH:14]=[CH:13][C:10]([C:11]#[N:12])=[CH:9][CH:8]=2)[CH2:6][CH2:5][NH:4][CH2:3][CH2:2]1.C(S([O-])(=O)=O)(F)(F)F.C(S([O-])(=O)=O)(F)(F)F.C(S([O-])(=O)=O)(F)(F)F.[Yb+3].[C:40]([O:44][CH2:45][CH3:46])(=[O:43])[CH:41]=[CH2:42]. (2) The reactants are: [CH2:1]([OH:8])[C:2]1[CH:7]=[CH:6][CH:5]=[CH:4][CH:3]=1.Cl[S:10]([N:13]=[C:14]=[O:15])(=[O:12])=[O:11].Cl.[CH2:17]([O:19][C:20](=[O:23])[CH2:21][NH2:22])[CH3:18].C(N(CC)C(C)C)(C)C.Cl. Given the product [CH2:1]([O:8][C:14]([NH:13][S:10]([NH:22][CH2:21][C:20]([O:19][CH2:17][CH3:18])=[O:23])(=[O:12])=[O:11])=[O:15])[C:2]1[CH:7]=[CH:6][CH:5]=[CH:4][CH:3]=1, predict the reactants needed to synthesize it. (3) Given the product [F:1][C:2]1[CH:7]=[CH:6][CH:5]=[CH:4][C:3]=1[N:8]1[C:12]([CH2:13][O:14][CH3:43])=[C:11]([C:15]([N:17]([CH2:39][CH:40]([CH3:42])[CH3:41])[C@H:18]2[CH2:23][C@@H:22]([C:24]([N:26]3[CH2:27][CH2:28][O:29][CH2:30][CH2:31]3)=[O:25])[CH2:21][N:20]([C:32]([O:34][C:35]([CH3:36])([CH3:37])[CH3:38])=[O:33])[CH2:19]2)=[O:16])[N:10]=[N:9]1, predict the reactants needed to synthesize it. The reactants are: [F:1][C:2]1[CH:7]=[CH:6][CH:5]=[CH:4][C:3]=1[N:8]1[C:12]([CH2:13][OH:14])=[C:11]([C:15]([N:17]([CH2:39][CH:40]([CH3:42])[CH3:41])[C@H:18]2[CH2:23][C@@H:22]([C:24]([N:26]3[CH2:31][CH2:30][O:29][CH2:28][CH2:27]3)=[O:25])[CH2:21][N:20]([C:32]([O:34][C:35]([CH3:38])([CH3:37])[CH3:36])=[O:33])[CH2:19]2)=[O:16])[N:10]=[N:9]1.[CH2:43](N(CC)CC)C.CS(Cl)(=O)=O.C[O-].[Na+]. (4) Given the product [CH:10]1[C:11]2[CH:12]([CH2:14][O:15][C:16]([N:18]3[CH2:23][CH2:22][C:21]([CH2:24][Br:53])([C:26]4[CH:27]=[CH:28][C:29]([Br:32])=[CH:30][CH:31]=4)[CH2:20][CH2:19]3)=[O:17])[C:13]3[C:5](=[CH:4][CH:3]=[CH:2][CH:1]=3)[C:6]=2[CH:7]=[CH:8][CH:9]=1, predict the reactants needed to synthesize it. The reactants are: [CH:1]1[C:13]2[CH:12]([CH2:14][O:15][C:16]([N:18]3[CH2:23][CH2:22][C:21]([C:26]4[CH:31]=[CH:30][C:29]([Br:32])=[CH:28][CH:27]=4)([CH2:24]O)[CH2:20][CH2:19]3)=[O:17])[C:11]3[C:6](=[CH:7][CH:8]=[CH:9][CH:10]=3)[C:5]=2[CH:4]=[CH:3][CH:2]=1.C1(P(C2C=CC=CC=2)C2C=CC=CC=2)C=CC=CC=1.C(Br)(Br)(Br)[Br:53]. (5) Given the product [O:20]=[C:19]1[NH:8][C:7]([N:1]2[CH2:6][CH2:5][CH2:4][CH2:3][CH2:2]2)=[N:9][C:10]([C:11]2[CH:12]=[CH:13][CH:14]=[CH:15][CH:16]=2)=[C:18]1[CH:24]([CH2:30][CH2:31][CH3:32])[C:25]([OH:27])=[O:26], predict the reactants needed to synthesize it. The reactants are: [N:1]1([C:7](=[NH:9])[NH2:8])[CH2:6][CH2:5][CH2:4][CH2:3][CH2:2]1.[C:10]([CH:18]([CH:24]([CH2:30][CH2:31][CH3:32])[C:25]([O:27]CC)=[O:26])[C:19](OCC)=[O:20])(=O)[C:11]1[CH:16]=[CH:15][CH:14]=[CH:13][CH:12]=1.C[O-].[Na+]. (6) Given the product [CH3:13][S:24]([C:3]1[S:4][C:5]2[CH:11]=[CH:10][CH:9]=[CH:8][C:6]=2[N:7]=1)(=[O:27])=[O:25], predict the reactants needed to synthesize it. The reactants are: CS[C:3]1[S:4][C:5]2[CH:11]=[CH:10][CH:9]=[CH:8][C:6]=2[N:7]=1.N1C(=O)NC(=O)N[C:13]1=O.Cl[O-].[Na+].[S:24]([O-:27])([O-])=[O:25].[Na+].[Na+]. (7) Given the product [CH2:13]([N:4]1[CH:5]=[C:6]([O:9][CH3:10])[C:7](=[O:8])[C:2]([Cl:1])=[N:3]1)[C:14]1[CH:19]=[CH:18][CH:17]=[CH:16][CH:15]=1, predict the reactants needed to synthesize it. The reactants are: [Cl:1][C:2]1[N:3]=[N:4][CH:5]=[C:6]([O:9][CH3:10])[C:7]=1[OH:8].[H-].[Na+].[CH2:13](Br)[C:14]1[CH:19]=[CH:18][CH:17]=[CH:16][CH:15]=1. (8) Given the product [CH3:1][C:2]([S:5](/[N:7]=[CH:8]/[CH:9]([CH3:11])[CH3:10])=[O:6])([CH3:4])[CH3:3], predict the reactants needed to synthesize it. The reactants are: [CH3:1][C:2]([S:5]([NH2:7])=[O:6])([CH3:4])[CH3:3].[CH:8](=O)[CH:9]([CH3:11])[CH3:10].